Dataset: Full USPTO retrosynthesis dataset with 1.9M reactions from patents (1976-2016). Task: Predict the reactants needed to synthesize the given product. (1) Given the product [F:1][C:2]1[C:11]2[O:12][CH2:5][C@@H:10]([CH2:11][OH:12])[N:9]3[C:10]=2[C:5]([CH:6]=[CH:7][C:8]3=[O:13])=[CH:4][CH:3]=1, predict the reactants needed to synthesize it. The reactants are: [F:1][C:2]1[C:11]([OH:12])=[C:10]2[C:5]([CH:6]=[CH:7][C:8]([O:13]C)=[N:9]2)=[CH:4][CH:3]=1.[H-].[Na+]. (2) Given the product [F:21][C:22]1[C:27]([F:28])=[CH:26][CH:25]=[CH:24][C:23]=1[C:29]1[N:37]=[C:32]2[CH:33]=[N:34][N:35]([CH2:2][C:3]3[N:4]=[N:5][C:6]([C:9]4[CH:14]=[CH:13][C:12]([O:15][CH3:16])=[CH:11][C:10]=4[C:17]([F:20])([F:19])[F:18])=[CH:7][CH:8]=3)[CH:36]=[C:31]2[N:30]=1, predict the reactants needed to synthesize it. The reactants are: Cl[CH2:2][C:3]1[N:4]=[N:5][C:6]([C:9]2[CH:14]=[CH:13][C:12]([O:15][CH3:16])=[CH:11][C:10]=2[C:17]([F:20])([F:19])[F:18])=[CH:7][CH:8]=1.[F:21][C:22]1[C:27]([F:28])=[CH:26][CH:25]=[CH:24][C:23]=1[C:29]1[N:37]=[C:32]2[CH:33]=[N:34][NH:35][CH:36]=[C:31]2[N:30]=1.C([O-])([O-])=O.[K+].[K+].O. (3) Given the product [F:1][C:2]1[CH:7]=[CH:6][C:5]([S:8]([NH:11][C:12]2[CH:13]=[CH:14][C:15]3[CH2:19][O:18][B:17]([OH:20])[C:16]=3[CH:21]=2)(=[O:10])=[O:9])=[CH:4][C:3]=1[OH:22], predict the reactants needed to synthesize it. The reactants are: [F:1][C:2]1[CH:7]=[CH:6][C:5]([S:8]([NH:11][C:12]2[CH:13]=[CH:14][C:15]3[CH2:19][O:18][B:17]([OH:20])[C:16]=3[CH:21]=2)(=[O:10])=[O:9])=[CH:4][C:3]=1[O:22]C.B(Br)(Br)Br. (4) Given the product [N-:1]([S:2]([C:5]([F:8])([F:6])[F:7])(=[O:4])=[O:3])[S:9]([C:12]([F:15])([F:14])[F:13])(=[O:11])=[O:10].[CH3:17][N:18]([C+:20]([N:23]([CH3:25])[CH3:24])[Cl:21])[CH3:19], predict the reactants needed to synthesize it. The reactants are: [N-:1]([S:9]([C:12]([F:15])([F:14])[F:13])(=[O:11])=[O:10])[S:2]([C:5]([F:8])([F:7])[F:6])(=[O:4])=[O:3].[Li+].[CH3:17][N:18]([C:20]([N:23]([CH3:25])[CH3:24])(Cl)[Cl:21])[CH3:19]. (5) Given the product [CH2:3]([N:2]([CH3:1])[S:25]([C:20]1[CH:21]=[CH:22][CH:23]=[CH:24][C:19]=1[C:17]#[N:18])(=[O:27])=[O:26])[C:4]1[CH:9]=[CH:8][CH:7]=[CH:6][CH:5]=1, predict the reactants needed to synthesize it. The reactants are: [CH3:1][NH:2][CH2:3][C:4]1[CH:9]=[CH:8][CH:7]=[CH:6][CH:5]=1.C(N(CC)CC)C.[C:17]([C:19]1[CH:24]=[CH:23][CH:22]=[CH:21][C:20]=1[S:25](Cl)(=[O:27])=[O:26])#[N:18]. (6) Given the product [C:29]1([C:26]2[N:25]=[N:24][C:23]([N:12]3[CH2:13][C@@H:8]4[CH2:14][C@H:11]3[CH2:10][N:9]4[C:15]([O:17][C:18]([CH3:21])([CH3:20])[CH3:19])=[O:16])=[CH:28][CH:27]=2)[CH:30]=[CH:31][CH:32]=[CH:33][CH:34]=1, predict the reactants needed to synthesize it. The reactants are: C(N(CC)CC)C.[C@H:8]12[CH2:14][C@H:11]([NH:12][CH2:13]1)[CH2:10][N:9]2[C:15]([O:17][C:18]([CH3:21])([CH3:20])[CH3:19])=[O:16].Cl[C:23]1[N:24]=[N:25][C:26]([C:29]2[CH:34]=[CH:33][CH:32]=[CH:31][CH:30]=2)=[CH:27][CH:28]=1.